This data is from Experimentally validated miRNA-target interactions with 360,000+ pairs, plus equal number of negative samples. The task is: Binary Classification. Given a miRNA mature sequence and a target amino acid sequence, predict their likelihood of interaction. (1) The miRNA is mmu-miR-17-5p with sequence CAAAGUGCUUACAGUGCAGGUAG. The protein sequence of the target gene is MSYTASPCPELVEPCAVHAEGMAQEESHRSQAPPTFYHGASQELDLSTKVYKRESGSPYSVLADTKMSKPHLHETEEQPYFREPRAVSDVHTVKEDRENSDDTEEEEEVSYKREQIIVEVNLNNQTLNVSKGEKGVSSQSKETPVLKTSSEEDEEETEEEATDNSSDYGENGRQKKKEKQVERVRVTQRRTRRAASAAAATTSPAPRTTRGRRKSAELPKRKKRATKEAKAPVQKAKCEEKETLTCEKCPRVFNTRWYLEKHMNVTHRRMQICDKCGKKFVLESELSLHQQTDCEKNIQC.... Result: 1 (interaction). (2) The miRNA is hsa-miR-4723-5p with sequence UGGGGGAGCCAUGAGAUAAGAGCA. The protein sequence of the target gene is MSRRKQRKPQQLISDCEGPSASENGDASEEDHPQVCAKCCAQFTDPTEFLAHQNACSTDPPVMVIIGGQENPNNSSASSEPRPEGHNNPQVMDTEHSNPPDSGSSVPTDPTWGPERRGEESPGHFLVAATGTAAGGGGGLILASPKLGATPLPPESTPAPPPPPPPPPPPGVGSGHLNIPLILEELRVLQQRQIHQMQMTEQICRQVLLLGSLGQTVGAPASPSELPGTGTASSTKPLLPLFSPIKPVQTSKTLASSSSSSSSSSGAETPKQAFFHLYHPLGSQHPFSAGGVGRSHKPTP.... Result: 1 (interaction). (3) The miRNA is hsa-miR-4681 with sequence AACGGGAAUGCAGGCUGUAUCU. The protein sequence of the target gene is MEAVKTFNSELYSLNDYKPPISKAKMTQITKAAIKAIKFYKHVVQSVEKFIQKCKPEYKVPGLYVIDSIVRQSRHQFGQEKDVFAPRFSNNIISTFQNLYRCPGDDKSKIVRVLNLWQKNNVFKSEIIQPLLDMAAGIPPPVVTPVLASTTAAMSNTPGTPVTPVTPANVVQGLPDPWVSQIANTDTLAAVAQILQSPQGQQLQQLIQTLQIQQQKPQPSILQALDAGLVVQLQALTAQLTAAAAAANTLTPLDQGVSFNKKLMDRFDFGEDSEHSEESKKEMPTPQLSHVSESVNNSIF.... Result: 0 (no interaction). (4) The miRNA is hsa-miR-6730-5p with sequence AGAAAGGUGGAGGGGUUGUCAGA. The protein sequence of the target gene is MGRAWGLLVGLLGVVWLLRLGHGEERRPETAAQRCFCQVSGYLDDCTCDVETIDKFNNYRLFPRLQKLLESDYFRYYKVNLKKPCPFWNDINQCGRRDCAVKPCHSDEVPDGIKSASYKYSEEANRIEECEQAERLGAVDESLSEETQKAVLQWTKHDDSSDSFCEIDDIQSPDAEYVDLLLNPERYTGYKGPDAWRIWSVIYEENCFKPQTIQRPLASGRGKSKENTFYNWLEGLCVEKRAFYRLISGLHASINVHLSARYLLQDTWLEKKWGHNVTEFQQRFDGILTEGEGPRRLRNL.... Result: 0 (no interaction). (5) The miRNA is hsa-miR-362-3p with sequence AACACACCUAUUCAAGGAUUCA. The protein sequence of the target gene is MPERELWPAGTGSEPVTRVGSCDSMMSSTSTRSGSSDSSYDFLSTEEKECLLFLEETIGSLDTEADSGLSTDESEPATTPRGFRALPITQPTPRGGPEETITQQGRTPRTVTESSSSHPPEPQGLGLRSGSYSLPRNIHIARSQNFRKSTTQASSHNPGEPGRLAPEPEKEQVSQSSQPRQAPASPQEAALDLDVVLIPPPEAFRDTQPEQCREASLPEGPGQQGHTPQLHTPSSSQEREQTPSEAMSQKAKETVSTRYTQPQPPPAGLPQNARAEDAPLSSGEDPNSRLAPLTTPKPRK.... Result: 1 (interaction). (6) The miRNA is hsa-miR-3190-5p with sequence UCUGGCCAGCUACGUCCCCA. The protein sequence of the target gene is MARGGAACKSDARLLLGRDALRPAPALLAPAVLLGAALGLGLGLWLGCRAGRQRTRHQKDDTQNLLKNLESNAQTPSETGSPSRRRKREVQMSKDKEAVDECEPPSNSNITAFALKAKVIYPINQKFRPLADGSSNPSLHENLKQAVLPHQPVEASPSSSLGSLSQGEKDDCSSSSSVHSATSDDRFLSRTFLRVNAFPEVLACESVDVDLCIYSLHLKDLLHLDTALRQEKHMMFIQIFKMCLLDLLPKKKSDDELYQKILSKQEKDLEELEKGLQVKLSNTEMSGAGDSEYITLADVE.... Result: 1 (interaction).